Dataset: Peptide-MHC class I binding affinity with 185,985 pairs from IEDB/IMGT. Task: Regression. Given a peptide amino acid sequence and an MHC pseudo amino acid sequence, predict their binding affinity value. This is MHC class I binding data. (1) The peptide sequence is TSTGNYNYKY. The MHC is HLA-A26:01 with pseudo-sequence HLA-A26:01. The binding affinity (normalized) is 0.341. (2) The peptide sequence is FWLMVYEGL. The MHC is HLA-A24:02 with pseudo-sequence HLA-A24:02. The binding affinity (normalized) is 0.318. (3) The peptide sequence is SQARRHLAR. The MHC is HLA-A74:01 with pseudo-sequence HLA-A74:01. The binding affinity (normalized) is 0.549. (4) The peptide sequence is VMTKWCAPF. The MHC is HLA-B15:01 with pseudo-sequence HLA-B15:01. The binding affinity (normalized) is 0.942. (5) The peptide sequence is SLHSLSVETI. The MHC is HLA-A02:01 with pseudo-sequence HLA-A02:01. The binding affinity (normalized) is 0.579.